From a dataset of Cav3 T-type calcium channel HTS with 100,875 compounds. Binary Classification. Given a drug SMILES string, predict its activity (active/inactive) in a high-throughput screening assay against a specified biological target. The compound is O1C(C(=O)N(c2c1ccc(c2)C(=O)N1CCOCC1)CC(=O)Nc1ccccc1)(C)C. The result is 0 (inactive).